Dataset: Peptide-MHC class I binding affinity with 185,985 pairs from IEDB/IMGT. Task: Regression. Given a peptide amino acid sequence and an MHC pseudo amino acid sequence, predict their binding affinity value. This is MHC class I binding data. (1) The peptide sequence is FDHTLMSIVSS. The MHC is H-2-Db with pseudo-sequence H-2-Db. The binding affinity (normalized) is 0. (2) The peptide sequence is EEKAAKETL. The MHC is H-2-Kk with pseudo-sequence H-2-Kk. The binding affinity (normalized) is 0.373. (3) The peptide sequence is RLATVGYPK. The MHC is HLA-B57:01 with pseudo-sequence HLA-B57:01. The binding affinity (normalized) is 0.213.